From a dataset of Forward reaction prediction with 1.9M reactions from USPTO patents (1976-2016). Predict the product of the given reaction. (1) Given the reactants [NH2:1][C:2]1[N:11]=[C:10]2[C:5]([C:6]([C:13]([F:16])([F:15])[F:14])=[CH:7][C:8](=[O:12])[NH:9]2)=[CH:4][CH:3]=1.Br[CH2:18][C:19](=O)[C:20]([O:22][CH2:23][CH3:24])=[O:21], predict the reaction product. The product is: [O:12]=[C:8]1[NH:9][C:10]2[N:11]3[CH:18]=[C:19]([C:20]([O:22][CH2:23][CH3:24])=[O:21])[N:1]=[C:2]3[CH:3]=[CH:4][C:5]=2[C:6]([C:13]([F:16])([F:15])[F:14])=[CH:7]1. (2) Given the reactants [N:1]([CH2:4][C@@H:5]([C:7]1[CH:8]=[CH:9][C:10]([O:23]CC2C=CC=CC=2)=[C:11]([NH:13][S:14]([C:17]2[CH:22]=[CH:21][CH:20]=[CH:19][CH:18]=2)(=[O:16])=[O:15])[CH:12]=1)[OH:6])=[N+]=[N-], predict the reaction product. The product is: [NH2:1][CH2:4][C@@H:5]([C:7]1[CH:8]=[CH:9][C:10]([OH:23])=[C:11]([NH:13][S:14]([C:17]2[CH:18]=[CH:19][CH:20]=[CH:21][CH:22]=2)(=[O:16])=[O:15])[CH:12]=1)[OH:6]. (3) Given the reactants NC1N2N=CC(C3C=NC4C(C=3)=CC=CC=4)=C2N=C(C2CCN([C:27]([C:29]3[S:30][CH:31]=[CH:32][CH:33]=3)=[O:28])CC=2)C=1Br.[Cl:35][C:36]1[C:37]([N:56]2[CH2:61][CH2:60][NH:59][CH2:58][CH2:57]2)=[N:38][C:39]2[N:40]([N:43]=[CH:44][C:45]=2[C:46]2[CH:47]=[N:48][C:49]3[C:54]([CH:55]=2)=[CH:53][CH:52]=[CH:51][CH:50]=3)[C:41]=1[NH2:42].BrC1C(C2CCNCC=2)=NC2N(N=CC=2C2C=NC3C(C=2)=CC=CC=3)C=1N, predict the reaction product. The product is: [NH2:42][C:41]1[N:40]2[N:43]=[CH:44][C:45]([C:46]3[CH:47]=[N:48][C:49]4[C:54]([CH:55]=3)=[CH:53][CH:52]=[CH:51][CH:50]=4)=[C:39]2[N:38]=[C:37]([N:56]2[CH2:57][CH2:58][N:59]([C:27]([C:29]3[S:30][CH:31]=[CH:32][CH:33]=3)=[O:28])[CH2:60][CH2:61]2)[C:36]=1[Cl:35]. (4) Given the reactants [O:1]1[CH2:3][CH:2]1[CH:4]([NH:12][C:13](=[O:19])[O:14][C:15]([CH3:18])([CH3:17])[CH3:16])[CH2:5][C:6]1[CH:11]=[CH:10][CH:9]=[CH:8][CH:7]=1.Cl.Cl.[NH:22]1[C:26]2[CH:27]=[CH:28][CH:29]=[CH:30][C:25]=2[N:24]=[C:23]1[CH2:31][NH2:32].CCN(C(C)C)C(C)C, predict the reaction product. The product is: [NH:22]1[C:26]2[CH:27]=[CH:28][CH:29]=[CH:30][C:25]=2[N:24]=[C:23]1[CH2:31][NH:32][CH2:3][CH:2]([OH:1])[CH:4]([NH:12][C:13](=[O:19])[O:14][C:15]([CH3:18])([CH3:17])[CH3:16])[CH2:5][C:6]1[CH:11]=[CH:10][CH:9]=[CH:8][CH:7]=1.